The task is: Predict the reactants needed to synthesize the given product.. This data is from Full USPTO retrosynthesis dataset with 1.9M reactions from patents (1976-2016). The reactants are: [C:1]([O:5][C:6]([NH:8][CH2:9][C:10]([NH:12][C@@H:13]([C:21]([O:23]C)=[O:22])[CH2:14][CH:15]1[CH2:20][CH2:19][CH2:18][CH2:17][CH2:16]1)=[O:11])=[O:7])([CH3:4])([CH3:3])[CH3:2].[OH-].[Na+].C(O)(=O)C.CS(O)(=O)=O. Given the product [C:1]([O:5][C:6]([NH:8][CH2:9][C:10]([NH:12][C@@H:13]([C:21]([OH:23])=[O:22])[CH2:14][CH:15]1[CH2:16][CH2:17][CH2:18][CH2:19][CH2:20]1)=[O:11])=[O:7])([CH3:4])([CH3:2])[CH3:3], predict the reactants needed to synthesize it.